Dataset: Forward reaction prediction with 1.9M reactions from USPTO patents (1976-2016). Task: Predict the product of the given reaction. (1) Given the reactants [CH:1]([C:3]1[C:12](=[O:13])[C:11]2[C:6](=[CH:7][CH:8]=[CH:9][CH:10]=2)[O:5][CH:4]=1)=O.[CH3:14][O:15][C:16]([C:18]#[C:19][C:20]([O:22][CH3:23])=[O:21])=[O:17].[C:37]1(P([C:37]2[CH:42]=[CH:41][CH:40]=[CH:39][CH:38]=2)[C:37]2[CH:42]=[CH:41][CH:40]=[CH:39][CH:38]=2)[CH:42]=[CH:41][CH:40]=[CH:39][CH:38]=1.[NH2:43][CH2:44][CH2:45][C:46]1C2[C:49](=[CH:50][CH:51]=CC=2)[NH:48][CH:47]=1.[C:55]1(C)C=CC=CC=1, predict the reaction product. The product is: [CH3:14][O:15][C:16]([C:18]1[C:19]2([C:20]([O:22][CH3:23])=[O:21])[N:48]([CH2:47][CH2:46][C:45]3[C:38]4[C:37](=[CH:42][CH:41]=[CH:40][CH:39]=4)[NH:43][C:44]=32)[CH:49]=[C:50]([C:4]([C:3]2[CH:1]=[CH:55][C:6]3[C:11](=[CH:10][CH:9]=[CH:8][CH:7]=3)[C:12]=2[OH:13])=[O:5])[CH:51]=1)=[O:17]. (2) Given the reactants [CH2:1]([O:3][C:4]1[CH:9]=[CH:8][C:7]([CH2:10][C:11]([NH:13][C:14]2[CH:15]=[C:16]([C:24]([N:26]([CH2:29][CH3:30])[CH2:27][CH3:28])=[O:25])[CH:17]=[N:18][C:19]=2[NH:20]CC=C)=[O:12])=[CH:6][CH:5]=1)[CH3:2].C(O)(=O)C.C1([SiH3])C=CC=CC=1, predict the reaction product. The product is: [NH2:20][C:19]1[N:18]=[CH:17][C:16]([C:24]([N:26]([CH2:27][CH3:28])[CH2:29][CH3:30])=[O:25])=[CH:15][C:14]=1[NH:13][C:11](=[O:12])[CH2:10][C:7]1[CH:8]=[CH:9][C:4]([O:3][CH2:1][CH3:2])=[CH:5][CH:6]=1.